This data is from Catalyst prediction with 721,799 reactions and 888 catalyst types from USPTO. The task is: Predict which catalyst facilitates the given reaction. (1) Reactant: [O-:1][CH2:2][CH3:3].[Na+].C(OCC)(=O)CC(OCC)=O.[NH:16]1[C:24]2[C:19](=[CH:20][CH:21]=[CH:22][CH:23]=2)[C:18]([CH:25]=[CH:26][C:27](=[O:29])[CH3:28])=[CH:17]1. Product: [NH:16]1[C:24]2[C:19](=[CH:20][CH:21]=[CH:22][CH:23]=2)[C:18]([CH:25]2[CH2:3][C:2](=[O:1])[CH2:28][C:27](=[O:29])[CH2:26]2)=[CH:17]1. The catalyst class is: 8. (2) Reactant: [CH3:1][N:2]([CH3:23])[C:3](=O)[CH2:4][O:5][CH:6]1[CH2:11][CH2:10][N:9]([C:12]([O:14][CH2:15][C:16]2[CH:21]=[CH:20][CH:19]=[CH:18][CH:17]=2)=[O:13])[CH2:8][CH2:7]1. The catalyst class is: 1. Product: [CH3:1][N:2]([CH3:23])[CH2:3][CH2:4][O:5][CH:6]1[CH2:7][CH2:8][N:9]([C:12]([O:14][CH2:15][C:16]2[CH:17]=[CH:18][CH:19]=[CH:20][CH:21]=2)=[O:13])[CH2:10][CH2:11]1. (3) Reactant: [O:1]=[C:2]([CH3:10])[CH2:3][CH2:4][C:5]([O:7][CH2:8][CH3:9])=[O:6].[Br:11]Br.S([O-])([O-])(=O)=S.[Na+].[Na+]. Product: [Br:11][CH:3]([C:2](=[O:1])[CH3:10])[CH2:4][C:5]([O:7][CH2:8][CH3:9])=[O:6]. The catalyst class is: 28. (4) Reactant: [C:1]1([CH3:11])[CH:6]=[CH:5][C:4]([S:7][CH2:8][CH2:9][NH2:10])=[CH:3][CH:2]=1.Cl[C:13]([O:15][CH2:16][C:17]1[CH:22]=[CH:21][CH:20]=[CH:19][CH:18]=1)=[O:14].C([O-])([O-])=O.[Cs+].[Cs+].C(N(CC)CC)C. Product: [C:1]1([CH3:11])[CH:2]=[CH:3][C:4]([S:7][CH2:8][CH2:9][NH:10][C:13](=[O:14])[O:15][CH2:16][C:17]2[CH:22]=[CH:21][CH:20]=[CH:19][CH:18]=2)=[CH:5][CH:6]=1. The catalyst class is: 161. (5) Reactant: C(OC([NH:8][CH2:9][C:10]1[CH:22]=[CH:21][C:13]([O:14][CH2:15][C:16]([O:18][CH2:19][CH3:20])=[O:17])=[CH:12][CH:11]=1)=O)(C)(C)C.Cl.O1CCOCC1. Product: [NH2:8][CH2:9][C:10]1[CH:22]=[CH:21][C:13]([O:14][CH2:15][C:16]([O:18][CH2:19][CH3:20])=[O:17])=[CH:12][CH:11]=1. The catalyst class is: 25.